From a dataset of Reaction yield outcomes from USPTO patents with 853,638 reactions. Predict the reaction yield, written as a fraction of the theoretical maximum amount of product (1.0 means a 100% yield; for example, 0.34 means a 34% yield). (1) The reactants are [F:1][C:2]1[CH:3]=[C:4]([NH:21][C:22]([NH:24][C:25](=[O:34])[CH2:26][C:27]2[CH:32]=[CH:31][C:30]([F:33])=[CH:29][CH:28]=2)=[S:23])[CH:5]=[CH:6][C:7]=1[O:8]C1C2=C(C)C(OC)=CN2N=CN=1.Cl[C:36]1[N:44]=[CH:43][N:42]=[C:41]2[C:37]=1[N:38]=[C:39]([CH2:52][CH3:53])[N:40]2[CH:45]([CH:49]1[CH2:51][CH2:50]1)[CH:46]1[CH2:48][CH2:47]1.N12CCN(CC1)CC2. The catalyst is CC#N. The product is [CH:46]1([CH:45]([CH:49]2[CH2:51][CH2:50]2)[N:40]2[C:39]([CH2:52][CH3:53])=[N:38][C:37]3[C:41]2=[N:42][CH:43]=[N:44][C:36]=3[O:8][C:7]2[CH:6]=[CH:5][C:4]([NH:21][C:22]([NH:24][C:25](=[O:34])[CH2:26][C:27]3[CH:32]=[CH:31][C:30]([F:33])=[CH:29][CH:28]=3)=[S:23])=[CH:3][C:2]=2[F:1])[CH2:48][CH2:47]1. The yield is 0.360. (2) The reactants are [Br:1][C:2]1[CH:3]=[CH:4][C:5]2[N:6]([CH:13]=1)[C:7](=[O:12])[CH:8]=[C:9](Cl)[N:10]=2.[N:14]1([C:20]([O:22][C:23]([CH3:26])([CH3:25])[CH3:24])=[O:21])[CH2:19][CH2:18][NH:17][CH2:16][CH2:15]1.C(N(CC)CC)C. The catalyst is CCO. The product is [Br:1][C:2]1[CH:3]=[CH:4][C:5]2[N:6]([CH:13]=1)[C:7](=[O:12])[CH:8]=[C:9]([N:17]1[CH2:16][CH2:15][N:14]([C:20]([O:22][C:23]([CH3:26])([CH3:25])[CH3:24])=[O:21])[CH2:19][CH2:18]1)[N:10]=2. The yield is 0.640. (3) The reactants are [NH2:1][S:2]([C:5]1[CH:6]=[C:7]([CH:11]=[CH:12][CH:13]=1)[C:8]([OH:10])=O)(=[O:4])=[O:3].C1N=CN(C(N2C=NC=C2)=O)C=1.[NH:26]1[CH2:31][CH2:30][O:29][CH2:28][CH2:27]1. The catalyst is C1COCC1. The product is [N:26]1([C:8]([C:7]2[CH:6]=[C:5]([S:2]([NH2:1])(=[O:3])=[O:4])[CH:13]=[CH:12][CH:11]=2)=[O:10])[CH2:31][CH2:30][O:29][CH2:28][CH2:27]1. The yield is 0.500. (4) The reactants are [H-].[Na+].[CH:3]([OH:6])([CH3:5])[CH3:4].[Br:7][C:8]1[CH:15]=[CH:14][C:11]([CH2:12]Br)=[CH:10][CH:9]=1. The catalyst is CN(C)C=O. The product is [Br:7][C:8]1[CH:15]=[CH:14][C:11]([CH2:12][O:6][CH:3]([CH3:5])[CH3:4])=[CH:10][CH:9]=1. The yield is 0.850.